This data is from Full USPTO retrosynthesis dataset with 1.9M reactions from patents (1976-2016). The task is: Predict the reactants needed to synthesize the given product. (1) Given the product [NH2:1][C@@H:2]1[CH2:6][CH2:5][N:4]([C:8]2[S:9][C:10]([C:14]([O:16][CH2:17][CH3:18])=[O:15])=[C:11]([CH3:13])[N:12]=2)[CH2:3]1, predict the reactants needed to synthesize it. The reactants are: [NH2:1][C@@H:2]1[CH2:6][CH2:5][NH:4][CH2:3]1.Br[C:8]1[S:9][C:10]([C:14]([O:16][CH2:17][CH3:18])=[O:15])=[C:11]([CH3:13])[N:12]=1.C(N(C(C)C)CC)(C)C. (2) The reactants are: [CH3:1][CH2:2][C@@H:3]([C:5]([O:7][C@@H:8]1[C@@H:13]2[C@@H:14]([CH2:19][CH2:20][C@H:21]3[O:27][C:25](=[O:26])[CH2:24][C@H:23]([OH:28])[CH2:22]3)[C@@H:15]([CH3:18])[CH:16]=[CH:17][C:12]2=[CH:11][C@H:10]([CH3:29])[CH2:9]1)=[O:6])[CH3:4].[OH2:30]. Given the product [CH3:1][CH2:2][C@@H:3]([C:5]([O:7][C@@H:8]1[C@@H:13]2[C@@H:14]([CH2:19][CH2:20][C@@H:21]([OH:30])[CH2:22][C@@H:23]([OH:28])[CH2:24][C:25]([OH:27])=[O:26])[C@@H:15]([CH3:18])[CH:16]=[CH:17][C:12]2=[CH:11][C@H:10]([CH3:29])[CH2:9]1)=[O:6])[CH3:4], predict the reactants needed to synthesize it.